This data is from Reaction yield outcomes from USPTO patents with 853,638 reactions. The task is: Predict the reaction yield, written as a fraction of the theoretical maximum amount of product (1.0 means a 100% yield; for example, 0.34 means a 34% yield). (1) The reactants are [Br:1][C:2]1[C:23]([O:24]C)=[CH:22][C:5]2[C:6]([CH3:21])([CH3:20])[C:7]3[NH:8][C:9]4[C:14]([C:15]=3[C:16](=[O:17])[C:4]=2[CH:3]=1)=[CH:13][CH:12]=[C:11]([C:18]#[N:19])[CH:10]=4.C[O-].[Na+].C(S)CCCCCCCCCCC.Cl. The catalyst is CN1C(=O)CCC1. The product is [Br:1][C:2]1[C:23]([OH:24])=[CH:22][C:5]2[C:6]([CH3:21])([CH3:20])[C:7]3[NH:8][C:9]4[C:14]([C:15]=3[C:16](=[O:17])[C:4]=2[CH:3]=1)=[CH:13][CH:12]=[C:11]([C:18]#[N:19])[CH:10]=4. The yield is 0.650. (2) The reactants are CC1(C)CCCC(C)(C)N1.CCCCCC.C([Li])CCC.C([N:24]([CH2:33][CH3:34])[C:25]([C:27]1[CH:31]=[CH:30][O:29][C:28]=1[CH3:32])=[O:26])C.[CH2:35]([O:37][C:38]1[CH:43]=[CH:42][C:41]([CH2:44]CC#N)=[CH:40][CH:39]=1)[CH3:36].Cl. The catalyst is C1COCC1. The product is [CH2:35]([O:37][C:38]1[CH:43]=[CH:42][C:41]([CH2:44][CH2:34][C:33]2[NH:24][C:25](=[O:26])[C:27]3[CH:31]=[CH:30][O:29][C:28]=3[CH:32]=2)=[CH:40][CH:39]=1)[CH3:36]. The yield is 0.150. (3) The reactants are [Cl:1][C:2]1[C:11]2[C:6](=[CH:7][CH:8]=[CH:9][CH:10]=2)[C:5](Cl)=[N:4][N:3]=1.[OH-].[NH4+:14].O.[NH2:16]N. The catalyst is C(O)C. The product is [Cl:1][C:2]1[C:11]2[C:6](=[CH:7][CH:8]=[CH:9][CH:10]=2)[C:5]([NH:14][NH2:16])=[N:4][N:3]=1. The yield is 0.840. (4) The catalyst is C1(C)C=CC=CC=1.O. The yield is 0.780. The reactants are [F:8][C:7]([F:10])([F:9])[C:6](O[C:6](=[O:11])[C:7]([F:10])([F:9])[F:8])=[O:11].[NH2:14][C@H:15]1[C:23]2[C:18](=[CH:19][CH:20]=[CH:21][CH:22]=2)[CH2:17][CH2:16]1.[OH-].[K+]. The product is [F:10][C:7]([F:8])([F:9])[C:6]([NH:14][C@H:15]1[C:23]2[C:18](=[CH:19][CH:20]=[CH:21][CH:22]=2)[CH2:17][CH2:16]1)=[O:11]. (5) The reactants are [Br:1][C:2]1[CH:18]=[CH:17][C:5]2[C:6]3[N:10]([CH2:11][CH2:12][O:13][C:4]=2[CH:3]=1)[CH:9]=[C:8]([C:14]([OH:16])=O)[N:7]=3.[C:19]([O:23][C:24]([NH:26][NH:27][CH:28]([CH3:30])[CH3:29])=[O:25])([CH3:22])([CH3:21])[CH3:20].CCN(C(C)C)C(C)C.CN(C(ON1N=NC2C=CC=NC1=2)=[N+](C)C)C.F[P-](F)(F)(F)(F)F. The catalyst is CN(C=O)C. The product is [C:19]([O:23][C:24]([NH:26][N:27]([C:14]([C:8]1[N:7]=[C:6]2[N:10]([CH2:11][CH2:12][O:13][C:4]3[CH:3]=[C:2]([Br:1])[CH:18]=[CH:17][C:5]=32)[CH:9]=1)=[O:16])[CH:28]([CH3:30])[CH3:29])=[O:25])([CH3:22])([CH3:21])[CH3:20]. The yield is 1.00. (6) The reactants are [CH3:1][Si:2]([CH3:28])([CH3:27])[CH2:3][CH2:4][O:5][CH2:6][N:7]1[C:11]2[N:12]=[CH:13][N:14]=[C:15]([C:16]3[CH:17]=[N:18][N:19]([CH:21]([CH2:25][CH3:26])[CH2:22][CH:23]=O)[CH:20]=3)[C:10]=2[CH:9]=[CH:8]1.C(Cl)Cl.C1(P(C2C=CC=CC=2)C2C=CC=CC=2)C=CC=CC=1.[C:51](Br)(Br)([Br:53])[Br:52]. The catalyst is O. The product is [Br:52][C:51]([Br:53])=[CH:23][CH2:22][CH:21]([N:19]1[CH:20]=[C:16]([C:15]2[C:10]3[CH:9]=[CH:8][N:7]([CH2:6][O:5][CH2:4][CH2:3][Si:2]([CH3:28])([CH3:1])[CH3:27])[C:11]=3[N:12]=[CH:13][N:14]=2)[CH:17]=[N:18]1)[CH2:25][CH3:26]. The yield is 0.100.